Dataset: Catalyst prediction with 721,799 reactions and 888 catalyst types from USPTO. Task: Predict which catalyst facilitates the given reaction. (1) Reactant: [CH3:1]/[C:2](=[CH:6]\[CH2:7][CH2:8][CH3:9])/[C:3](O)=[O:4].C(N(CC)CC)C.C(Cl)(=O)C(C)(C)C.[Cl-].[Li+].[C:26]1([C@H:32]2[C@@H:36]([C:37]3[CH:42]=[CH:41][CH:40]=[CH:39][CH:38]=3)[O:35][C:34](=[O:43])[NH:33]2)[CH:31]=[CH:30][CH:29]=[CH:28][CH:27]=1. Product: [CH3:1]/[C:2](=[CH:6]\[CH2:7][CH2:8][CH3:9])/[C:3]([N:33]1[C@@H:32]([C:26]2[CH:27]=[CH:28][CH:29]=[CH:30][CH:31]=2)[C@@H:36]([C:37]2[CH:38]=[CH:39][CH:40]=[CH:41][CH:42]=2)[O:35][C:34]1=[O:43])=[O:4]. The catalyst class is: 1. (2) Reactant: [Cl:1][C:2]1[CH:9]=[C:8]([S:10]([CH3:13])(=[O:12])=[O:11])[CH:7]=[CH:6][C:3]=1[CH:4]=[O:5].[BH4-].[Na+].Cl. Product: [Cl:1][C:2]1[CH:9]=[C:8]([S:10]([CH3:13])(=[O:11])=[O:12])[CH:7]=[CH:6][C:3]=1[CH2:4][OH:5]. The catalyst class is: 8. (3) Reactant: Cl[C:2]1[C:7]([CH:8]([O:13][C:14]([CH3:17])([CH3:16])[CH3:15])[C:9]([O:11][CH3:12])=[O:10])=[C:6]([CH3:18])[N:5]=[C:4]2[S:19][C:20]3[CH2:25][CH2:24][CH2:23][CH2:22][C:21]=3[C:3]=12.C(=O)([O-])[O-].[K+].[K+].[N:32]1[CH:37]=[CH:36][CH:35]=[C:34](B(O)O)[CH:33]=1.C(OCC)(=O)C. Product: [CH3:18][C:6]1[N:5]=[C:4]2[S:19][C:20]3[CH2:25][CH2:24][CH2:23][CH2:22][C:21]=3[C:3]2=[C:2]([C:34]2[CH:33]=[N:32][CH:37]=[CH:36][CH:35]=2)[C:7]=1[CH:8]([O:13][C:14]([CH3:17])([CH3:16])[CH3:15])[C:9]([O:11][CH3:12])=[O:10]. The catalyst class is: 108. (4) Reactant: [C:1]12([C@@H:6]([CH3:18])[C:7](N3[C@H](C(C)C)COC3=O)=[O:8])[CH2:5][CH:3]([CH2:4]1)[CH2:2]2.[OH:19]O.O[Li].O. Product: [C:1]12([C@@H:6]([CH3:18])[C:7]([OH:8])=[O:19])[CH2:2][CH:3]([CH2:4]1)[CH2:5]2. The catalyst class is: 20. (5) Reactant: [Cl:1][C:2]1[CH:3]=[C:4]2[C:8](=[C:9]([N+:11]([O-:13])=[O:12])[CH:10]=1)[NH:7][C:6]([CH2:14]O)=[CH:5]2.N1C=CN=C1.C1(P(C2C=CC=CC=2)C2C=CC=CC=2)C=CC=CC=1.[I:40]I. Product: [Cl:1][C:2]1[CH:3]=[C:4]2[C:8](=[C:9]([N+:11]([O-:13])=[O:12])[CH:10]=1)[NH:7][C:6]([CH2:14][I:40])=[CH:5]2. The catalyst class is: 1. (6) Reactant: [N+:1]([C:4]1[CH:5]=[C:6]([C:11]2[N+:12]([O-])=[CH:13][CH:14]=[C:15]([N+:17]([O-])=O)[CH:16]=2)[N+:7]([O-])=[CH:8][CH:9]=1)([O-])=O.[BH4-].[Na+]. Product: [NH2:17][C:15]1[CH:14]=[CH:13][N:12]=[C:11]([C:6]2[CH:5]=[C:4]([NH2:1])[CH:9]=[CH:8][N:7]=2)[CH:16]=1. The catalyst class is: 750. (7) Reactant: [Si:1]([O:8][C:9]1[CH:17]=[C:16]2[C:12]([C:13]([C:18](=[O:27])[CH:19](Cl)[C:20]3[CH:25]=[CH:24][CH:23]=[CH:22][CH:21]=3)=[CH:14][NH:15]2)=[CH:11][CH:10]=1)([C:4]([CH3:7])([CH3:6])[CH3:5])([CH3:3])[CH3:2].[CH3:28][O:29][C:30]1[CH:31]=[C:32]([CH:34]=[CH:35][CH:36]=1)[NH2:33]. Product: [Si:1]([O:8][C:9]1[CH:17]=[C:16]2[C:12]([C:13]([C:18](=[O:27])[CH:19]([NH:33][C:32]3[CH:34]=[CH:35][CH:36]=[C:30]([O:29][CH3:28])[CH:31]=3)[C:20]3[CH:25]=[CH:24][CH:23]=[CH:22][CH:21]=3)=[CH:14][NH:15]2)=[CH:11][CH:10]=1)([C:4]([CH3:7])([CH3:6])[CH3:5])([CH3:3])[CH3:2].[OH:8][C:9]1[CH:17]=[C:16]2[C:12]([C:13]([C:18](=[O:27])[CH:19]([NH:33][C:32]3[CH:34]=[CH:35][CH:36]=[C:30]([O:29][CH3:28])[CH:31]=3)[C:20]3[CH:21]=[CH:22][CH:23]=[CH:24][CH:25]=3)=[CH:14][NH:15]2)=[CH:11][CH:10]=1. The catalyst class is: 10. (8) Reactant: CCN(CC)CC.[C:8](Cl)(Cl)=[S:9].[NH2:12][C:13]1[CH:14]=[N:15][CH:16]=[CH:17][C:18]=1[N:19]1[CH2:24][CH2:23][N:22]([C:25]([O:27][C:28]([CH3:31])([CH3:30])[CH3:29])=[O:26])[CH2:21][CH2:20]1. Product: [N:12]([C:13]1[CH:14]=[N:15][CH:16]=[CH:17][C:18]=1[N:19]1[CH2:24][CH2:23][N:22]([C:25]([O:27][C:28]([CH3:31])([CH3:30])[CH3:29])=[O:26])[CH2:21][CH2:20]1)=[C:8]=[S:9]. The catalyst class is: 49.